This data is from Forward reaction prediction with 1.9M reactions from USPTO patents (1976-2016). The task is: Predict the product of the given reaction. Given the reactants Br[C:2]1[CH:3]=[C:4]([C:16]([F:19])([F:18])[F:17])[C:5]2[N:6]([C:8]([Cl:15])=[C:9]([C:11]([O:13][CH3:14])=[O:12])[N:10]=2)[CH:7]=1.[Br-].[CH:21]1([Zn+])[CH2:24][CH2:23][CH2:22]1, predict the reaction product. The product is: [Cl:15][C:8]1[N:6]2[CH:7]=[C:2]([CH:21]3[CH2:24][CH2:23][CH2:22]3)[CH:3]=[C:4]([C:16]([F:19])([F:18])[F:17])[C:5]2=[N:10][C:9]=1[C:11]([O:13][CH3:14])=[O:12].